Task: Predict the reactants needed to synthesize the given product.. Dataset: Full USPTO retrosynthesis dataset with 1.9M reactions from patents (1976-2016) (1) Given the product [N:30]1[CH:31]=[CH:32][CH:33]=[CH:34][C:29]=1[CH2:28][C:15]12[C:21](=[O:22])[N:20]([CH2:23][C:24]([F:26])([F:27])[F:25])[N:19]=[C:16]1[CH2:17][CH2:18][NH:13][CH2:14]2, predict the reactants needed to synthesize it. The reactants are: CS(O)(=O)=O.C(OC([N:13]1[CH2:18][CH2:17][C:16]2=[N:19][N:20]([CH2:23][C:24]([F:27])([F:26])[F:25])[C:21](=[O:22])[C:15]2([CH2:28][C:29]2[CH:34]=[CH:33][CH:32]=[CH:31][N:30]=2)[CH2:14]1)=O)(C)(C)C.C(N(CC)CC)C. (2) Given the product [N:25]([C:31]([O:33][CH2:34][C:35]1[CH:40]=[CH:39][CH:38]=[CH:37][CH:36]=1)=[O:32])([CH2:8][C:9]([O:11][C:12]1[C:17]([F:18])=[C:16]([F:19])[C:15]([F:20])=[C:14]([F:21])[C:13]=1[F:22])=[O:10])[CH3:26], predict the reactants needed to synthesize it. The reactants are: N1C=CC=CC=1.F[C:8](F)(F)[C:9]([O:11][C:12]1[C:17]([F:18])=[C:16]([F:19])[C:15]([F:20])=[C:14]([F:21])[C:13]=1[F:22])=[O:10].[N:25]([C:31]([O:33][CH2:34][C:35]1[CH:40]=[CH:39][CH:38]=[CH:37][CH:36]=1)=[O:32])(CC(O)=O)[CH3:26]. (3) Given the product [CH3:17][C:18]1([CH3:25])[CH2:23][CH2:22][C:21](=[CH:11][C:12]([O:14][CH2:15][CH3:16])=[O:13])[CH:20]=[CH:19]1, predict the reactants needed to synthesize it. The reactants are: [H-].[Na+].C(OP([CH2:11][C:12]([O:14][CH2:15][CH3:16])=[O:13])(OCC)=O)C.[CH3:17][C:18]1([CH3:25])[CH2:23][CH2:22][C:21](=O)[CH:20]=[CH:19]1.O. (4) Given the product [F:34][C:29]1[CH:28]=[C:27]([CH:32]=[CH:31][C:30]=1[F:33])[CH2:26][S:8][C:9]1[CH:10]=[C:11]([O:19][CH2:20][O:21][CH3:22])[C:12](=[O:18])[N:13]([CH2:15][O:16][CH3:17])[CH:14]=1, predict the reactants needed to synthesize it. The reactants are: C(C1C=CC(C[S:8][C:9]2[CH:10]=[C:11]([O:19][CH2:20][O:21][CH3:22])[C:12](=[O:18])[N:13]([CH2:15][O:16][CH3:17])[CH:14]=2)=CC=1)C.Cl[CH2:26][C:27]1[CH:32]=[CH:31][C:30]([F:33])=[C:29]([F:34])[CH:28]=1. (5) The reactants are: [CH2:1]([O:8][C:9]([NH:11][CH:12]1[C:21]2[C:16](=[CH:17][C:18]([O:26][CH3:27])=[C:19]([C:22]([O:24][CH3:25])=[O:23])[CH:20]=2)[NH:15][CH:14]([CH:28]2[CH2:30][CH2:29]2)[CH:13]1[CH3:31])=[O:10])[C:2]1[CH:7]=[CH:6][CH:5]=[CH:4][CH:3]=1.CCN(C(C)C)C(C)C.[C:41](Cl)(=[O:43])[CH3:42].O. Given the product [C:41]([N:15]1[C:16]2[C:21](=[CH:20][C:19]([C:22]([O:24][CH3:25])=[O:23])=[C:18]([O:26][CH3:27])[CH:17]=2)[CH:12]([NH:11][C:9]([O:8][CH2:1][C:2]2[CH:3]=[CH:4][CH:5]=[CH:6][CH:7]=2)=[O:10])[CH:13]([CH3:31])[CH:14]1[CH:28]1[CH2:29][CH2:30]1)(=[O:43])[CH3:42], predict the reactants needed to synthesize it. (6) Given the product [CH3:2][C:12]1([C:14]([O:16][CH2:17][CH3:18])=[O:15])[CH2:13][C:10](=[CH2:9])[CH2:11]1, predict the reactants needed to synthesize it. The reactants are: [Li+].[CH3:2]C([N-]C(C)C)C.[CH2:9]=[C:10]1[CH2:13][CH:12]([C:14]([O:16][CH2:17][CH3:18])=[O:15])[CH2:11]1.CI. (7) The reactants are: [C:1]([C:3]1[CH:8]=[CH:7][C:6]([CH:9]2[O:11][CH:10]2C([O-])=O)=[CH:5][C:4]=1[CH3:15])#[N:2].CC[O-].[Na+].O. Given the product [CH3:15][C:4]1[CH:5]=[C:6]([CH2:9][CH:10]=[O:11])[CH:7]=[CH:8][C:3]=1[C:1]#[N:2], predict the reactants needed to synthesize it.